Dataset: Forward reaction prediction with 1.9M reactions from USPTO patents (1976-2016). Task: Predict the product of the given reaction. Given the reactants [Br:1][C:2]1[CH:3]=[N:4][C:5]2[N:6]([N:8]=[C:9]([C:11]([OH:13])=O)[CH:10]=2)[CH:7]=1.[CH3:14][CH:15]1[NH:20][CH2:19][CH2:18][N:17]2[C:21]([C:24]3[NH:28][N:27]=[N:26][N:25]=3)=[CH:22][CH:23]=[C:16]12, predict the reaction product. The product is: [Br:1][C:2]1[CH:3]=[N:4][C:5]2[N:6]([N:8]=[C:9]([C:11]([N:20]3[CH2:19][CH2:18][N:17]4[C:21]([C:24]5[NH:25][N:26]=[N:27][N:28]=5)=[CH:22][CH:23]=[C:16]4[CH:15]3[CH3:14])=[O:13])[CH:10]=2)[CH:7]=1.